From a dataset of Forward reaction prediction with 1.9M reactions from USPTO patents (1976-2016). Predict the product of the given reaction. (1) Given the reactants [CH2:1]([O:3][C:4]([C:6]1[CH2:7][N:8]([CH2:17][C:18]2[CH:23]=[CH:22][CH:21]=[CH:20][CH:19]=2)[CH2:9][CH2:10][C:11]=1[C:12]1[CH:16]=[CH:15][S:14][CH:13]=1)=[O:5])[CH3:2], predict the reaction product. The product is: [CH2:1]([O:3][C:4]([CH:6]1[CH:11]([C:12]2[CH:16]=[CH:15][S:14][CH:13]=2)[CH2:10][CH2:9][N:8]([CH2:17][C:18]2[CH:19]=[CH:20][CH:21]=[CH:22][CH:23]=2)[CH2:7]1)=[O:5])[CH3:2]. (2) Given the reactants [OH:1][C:2]1[CH:7]=[CH:6][CH:5]=[CH:4][C:3]=1[C:8]1[N:12]=[C:11]([C:13]2[CH:18]=[CH:17][CH:16]=[CH:15][C:14]=2[OH:19])[N:10]([CH2:20][C:21](OCC)=[O:22])[N:9]=1.[NH2:26][CH2:27][CH2:28][N:29]1[CH2:34][CH2:33][O:32][CH2:31][CH2:30]1, predict the reaction product. The product is: [OH:1][C:2]1[CH:7]=[CH:6][CH:5]=[CH:4][C:3]=1[C:8]1[N:12]=[C:11]([C:13]2[CH:18]=[CH:17][CH:16]=[CH:15][C:14]=2[OH:19])[N:10]([CH2:20][C:21]([NH:26][CH2:27][CH2:28][N:29]2[CH2:34][CH2:33][O:32][CH2:31][CH2:30]2)=[O:22])[N:9]=1. (3) Given the reactants [F:1][C:2]1[CH:7]=[CH:6][C:5]([O:8][CH3:9])=[CH:4][C:3]=1[C:10]1[CH:11]=[CH:12][C:13]([O:21][CH2:22][C:23]2[CH:24]=[C:25]([CH:33]=[CH:34][CH:35]=2)[O:26][CH2:27][C:28]([O:30]CC)=[O:29])=N[C:15]=1[CH2:16][C:17]([CH3:20])([CH3:19])[CH3:18].[OH-].[Na+].Cl.[CH2:39]1COCC1, predict the reaction product. The product is: [CH3:18][C:17]([CH3:20])([CH3:19])[CH2:16][C:15]1[CH:39]=[C:13]([O:21][CH2:22][C:23]2[CH:24]=[C:25]([CH:33]=[CH:34][CH:35]=2)[O:26][CH2:27][C:28]([OH:30])=[O:29])[CH:12]=[CH:11][C:10]=1[C:3]1[CH:4]=[C:5]([O:8][CH3:9])[CH:6]=[CH:7][C:2]=1[F:1]. (4) Given the reactants [C:1]([N:4]1[C:13]2[C:8](=[CH:9][C:10]([F:14])=[CH:11][CH:12]=2)[C@@H:7]([OH:15])[CH2:6][C@@H:5]1[CH3:16])(=[O:3])[CH3:2].[F:17][C:18]1[CH:23]=[CH:22][C:21](O)=[CH:20][CH:19]=1, predict the reaction product. The product is: [C:1]([N:4]1[C:13]2[C:8](=[CH:9][C:10]([F:14])=[CH:11][CH:12]=2)[C@H:7]([O:15][C:21]2[CH:22]=[CH:23][C:18]([F:17])=[CH:19][CH:20]=2)[CH2:6][C@@H:5]1[CH3:16])(=[O:3])[CH3:2]. (5) Given the reactants [N+:1]([C:4]1[CH:9]=[C:8]([N+:10]([O-])=O)[CH:7]=[CH:6][C:5]=1[CH:13]([OH:15])[CH3:14])([O-])=O.[H][H], predict the reaction product. The product is: [NH2:1][C:4]1[CH:9]=[C:8]([NH2:10])[CH:7]=[CH:6][C:5]=1[CH:13]([OH:15])[CH3:14]. (6) Given the reactants Cl[C:2]1[C:7]([CH:8]=O)=[CH:6][N:5]=[C:4]([Cl:10])[CH:3]=1.O.[NH2:12][NH2:13], predict the reaction product. The product is: [Cl:10][C:4]1[N:5]=[CH:6][C:7]2[CH:8]=[N:12][NH:13][C:2]=2[CH:3]=1. (7) Given the reactants [Br:1][C:2]1[CH:3]=[C:4]([N:8]2[CH2:14][CH2:13][CH2:12][N:11]([C:15]([O:17][C:18]([CH3:21])([CH3:20])[CH3:19])=[O:16])[CH2:10][CH2:9]2)[CH:5]=[N:6][CH:7]=1.[Br:22]N1C(=O)CCC1=O, predict the reaction product. The product is: [Br:1][C:2]1[CH:3]=[C:4]([N:8]2[CH2:14][CH2:13][CH2:12][N:11]([C:15]([O:17][C:18]([CH3:21])([CH3:20])[CH3:19])=[O:16])[CH2:10][CH2:9]2)[CH:5]=[N:6][C:7]=1[Br:22]. (8) Given the reactants Br[C:2]1[C:7]2=[N:8][C:9]([C:12]([NH:14][CH:15]([C:17]([OH:20])([CH3:19])[CH3:18])[CH3:16])=[O:13])=[CH:10][N:11]=[C:6]2[CH:5]=[N:4][CH:3]=1.[Cl:21][C:22]1[CH:27]=[CH:26][CH:25]=[CH:24][C:23]=1B(O)O.C(=O)([O-])[O-].[Cs+].[Cs+].O1CCOCC1, predict the reaction product. The product is: [Cl:21][C:22]1[CH:27]=[CH:26][CH:25]=[CH:24][C:23]=1[C:2]1[C:7]2=[N:8][C:9]([C:12]([NH:14][CH:15]([C:17]([OH:20])([CH3:19])[CH3:18])[CH3:16])=[O:13])=[CH:10][N:11]=[C:6]2[CH:5]=[N:4][CH:3]=1.